Predict the product of the given reaction. From a dataset of Forward reaction prediction with 1.9M reactions from USPTO patents (1976-2016). Given the reactants [CH3:1][O:2][C:3]1[CH:8]=[CH:7][C:6]([C:9]2[CH:14]=[CH:13][C:12]([S:15]([N:18]([C@H:20]([CH:25]3[CH2:30][CH2:29][C:28](=[O:31])[CH2:27][CH2:26]3)[C:21]([O:23]C)=[O:22])[CH3:19])(=[O:17])=[O:16])=[CH:11][CH:10]=2)=[CH:5][CH:4]=1.[CH3:32][C:33]([CH3:35])=O.[OH:36]S(O)(=O)=O.O=[Cr](=O)=O, predict the reaction product. The product is: [CH3:1][O:2][C:3]1[CH:8]=[CH:7][C:6]([C:9]2[CH:10]=[CH:11][C:12]([S:15]([N:18]([C@H:20]([CH:25]3[CH2:26][CH2:27][C:28]4([O:31][CH2:35][CH2:33][CH2:32][O:36]4)[CH2:29][CH2:30]3)[C:21]([OH:23])=[O:22])[CH3:19])(=[O:16])=[O:17])=[CH:13][CH:14]=2)=[CH:5][CH:4]=1.